From a dataset of Forward reaction prediction with 1.9M reactions from USPTO patents (1976-2016). Predict the product of the given reaction. (1) The product is: [N:10]1([C:6]2[CH:5]=[C:4]([CH:9]=[CH:8][CH:7]=2)[C:3]([OH:16])=[O:2])[CH2:11][CH2:12][O:13][CH2:14][CH2:15]1. Given the reactants C[O:2][C:3](=[O:16])[C:4]1[CH:9]=[CH:8][CH:7]=[C:6]([N:10]2[CH2:15][CH2:14][O:13][CH2:12][CH2:11]2)[CH:5]=1.COC(=O)C1C=CC=C(N2CCCC2)C=1, predict the reaction product. (2) Given the reactants [F:1][C:2]1[CH:3]=[C:4]([CH:10]=[CH:11][C:12]=1F)[C:5]([O:7]CC)=[O:6].[CH3:14][C:15]1[NH:16][CH:17]=[CH:18][N:19]=1.C([O-])([O-])=O.[K+].[K+].O, predict the reaction product. The product is: [F:1][C:2]1[CH:3]=[C:4]([CH:10]=[CH:11][C:12]=1[N:16]1[CH:17]=[CH:18][N:19]=[C:15]1[CH3:14])[C:5]([OH:7])=[O:6]. (3) Given the reactants [F:1][C:2]1[C:20](F)=[CH:19][C:5]2=[N:6][C:7]3[N:8]([CH3:18])[CH:9]=[C:10]([C:15]([OH:17])=[O:16])[C:11](=[O:14])[C:12]=3[CH:13]=[C:4]2[CH:3]=1.[CH3:22][S:23][CH2:24][C:25]1[CH:26]=[C:27]([N:31]2[CH2:36][CH2:35][NH:34][CH2:33][CH2:32]2)[CH:28]=[CH:29][CH:30]=1, predict the reaction product. The product is: [F:1][C:2]1[C:20]([N:34]2[CH2:33][CH2:32][N:31]([C:27]3[CH:28]=[CH:29][CH:30]=[C:25]([CH2:24][S:23][CH3:22])[CH:26]=3)[CH2:36][CH2:35]2)=[CH:19][C:5]2=[N:6][C:7]3[N:8]([CH3:18])[CH:9]=[C:10]([C:15]([OH:17])=[O:16])[C:11](=[O:14])[C:12]=3[CH:13]=[C:4]2[CH:3]=1. (4) Given the reactants [OH:1][C:2]1[CH:7]=[CH:6][C:5]([CH2:8][C:9]([OH:11])=[O:10])=[CH:4][C:3]=1[N+:12]([O-:14])=[O:13].S(Cl)(Cl)=O.[CH3:19]O, predict the reaction product. The product is: [OH:1][C:2]1[CH:7]=[CH:6][C:5]([CH2:8][C:9]([O:11][CH3:19])=[O:10])=[CH:4][C:3]=1[N+:12]([O-:14])=[O:13]. (5) Given the reactants [NH2:1][C:2]1[C:3]([C:9]([C:11]2[CH:16]=[CH:15][N:14]=[C:13]3[NH:17][CH:18]=[CH:19][C:12]=23)=[O:10])=[N:4][CH:5]=[C:6]([Cl:8])[CH:7]=1.[F:20][C:21]1[CH:22]=[C:23]([S:28](Cl)(=[O:30])=[O:29])[CH:24]=[CH:25][C:26]=1[CH3:27].CO.[OH-].[Na+], predict the reaction product. The product is: [Cl:8][C:6]1[CH:7]=[C:2]([NH:1][S:28]([C:23]2[CH:24]=[CH:25][C:26]([CH3:27])=[C:21]([F:20])[CH:22]=2)(=[O:29])=[O:30])[C:3]([C:9]([C:11]2[C:12]3[CH:19]=[CH:18][NH:17][C:13]=3[N:14]=[CH:15][CH:16]=2)=[O:10])=[N:4][CH:5]=1. (6) Given the reactants [CH3:1][O:2][C:3]1[CH:4]=[C:5]([O:17][C:18]2[CH:23]=[CH:22][C:21]([S:24]([CH3:27])(=[O:26])=[O:25])=[CH:20][CH:19]=2)[CH:6]=[C:7]2[C:11]=1[NH:10][C:9]([C:12]([O:14]CC)=[O:13])=[CH:8]2.[OH-].[K+], predict the reaction product. The product is: [CH3:1][O:2][C:3]1[CH:4]=[C:5]([O:17][C:18]2[CH:19]=[CH:20][C:21]([S:24]([CH3:27])(=[O:26])=[O:25])=[CH:22][CH:23]=2)[CH:6]=[C:7]2[C:11]=1[NH:10][C:9]([C:12]([OH:14])=[O:13])=[CH:8]2.